Dataset: Forward reaction prediction with 1.9M reactions from USPTO patents (1976-2016). Task: Predict the product of the given reaction. Given the reactants [NH2:1][C:2]1[NH:7][C:6](=[O:8])[N:5]([CH2:9][CH2:10][CH3:11])[C:4](=[O:12])[CH:3]=1.[N:13]([O-])=[O:14].[Na+], predict the reaction product. The product is: [NH2:1][C:2]1[NH:7][C:6](=[O:8])[N:5]([CH2:9][CH2:10][CH3:11])[C:4](=[O:12])[C:3]=1[N:13]=[O:14].